This data is from Full USPTO retrosynthesis dataset with 1.9M reactions from patents (1976-2016). The task is: Predict the reactants needed to synthesize the given product. (1) The reactants are: [NH2:1][C:2]1[N:35]=[C:5]2[N:6]([C:25]3[CH:30]=[CH:29][CH:28]=[C:27]([C:31]([F:34])([F:33])[F:32])[CH:26]=3)[C:7]([CH3:24])=[C:8]([C:22]#[N:23])[CH:9]([C:10]3[CH:15]=[CH:14][C:13]([C:16]#[N:17])=[CH:12][C:11]=3[S:18]([CH3:21])(=[O:20])=[O:19])[N:4]2[N:3]=1.C1COCC1.Cl[C:42]([O:44][CH3:45])=[O:43]. Given the product [C:22]([C:8]1[CH:9]([C:10]2[CH:15]=[CH:14][C:13]([C:16]#[N:17])=[CH:12][C:11]=2[S:18]([CH3:21])(=[O:20])=[O:19])[N:4]2[N:3]=[C:2]([NH:1][C:42](=[O:43])[O:44][CH3:45])[N:35]=[C:5]2[N:6]([C:25]2[CH:30]=[CH:29][CH:28]=[C:27]([C:31]([F:34])([F:32])[F:33])[CH:26]=2)[C:7]=1[CH3:24])#[N:23], predict the reactants needed to synthesize it. (2) Given the product [Cl:14][C:12]1[CH:13]=[C:8]([NH:7][C:6]2[N:5]=[C:3]([NH2:4])[NH:2][N:1]=2)[CH:9]=[C:10]([Cl:18])[C:11]=1[CH3:15], predict the reactants needed to synthesize it. The reactants are: [NH2:1][NH2:2].[C:3](/[N:5]=[C:6](\SC)/[NH:7][C:8]1[CH:13]=[C:12]([Cl:14])[C:11]([CH:15]2CC2)=[C:10]([Cl:18])[CH:9]=1)#[N:4].